Task: Predict the product of the given reaction.. Dataset: Forward reaction prediction with 1.9M reactions from USPTO patents (1976-2016) (1) Given the reactants [CH3:1][O:2][C:3]1[CH:4]=[C:5]2[C:10](=[CH:11][C:12]=1[O:13][CH3:14])[N:9]=[CH:8][N:7]=[C:6]2[O:15][C:16]1[CH:22]=[CH:21][C:19]([NH2:20])=[CH:18][CH:17]=1.ClC(Cl)(O[C:27](=[O:33])OC(Cl)(Cl)Cl)Cl.Cl.[CH2:36]([NH2:38])[CH3:37].CO, predict the reaction product. The product is: [CH3:1][O:2][C:3]1[CH:4]=[C:5]2[C:10](=[CH:11][C:12]=1[O:13][CH3:14])[N:9]=[CH:8][N:7]=[C:6]2[O:15][C:16]1[CH:22]=[CH:21][C:19]([NH:20][C:27]([NH:38][CH2:36][CH3:37])=[O:33])=[CH:18][CH:17]=1. (2) Given the reactants [Cl:1][C:2]1[C:7]([C:8]#[N:9])=[CH:6][C:5]([F:10])=[C:4](Cl)[N:3]=1.C(=O)([O-])[O-].[K+].[K+].Cl.[NH2:19][C@H:20]([CH3:33])[CH2:21][N:22]1[C:30](=[O:31])[C:29]2[C:24](=[CH:25][CH:26]=[CH:27][CH:28]=2)[C:23]1=[O:32].C(=O)([O-])O.[Na+], predict the reaction product. The product is: [Cl:1][C:2]1[N:3]=[C:4]([NH:19][C@H:20]([CH3:33])[CH2:21][N:22]2[C:23](=[O:32])[C:24]3[C:29](=[CH:28][CH:27]=[CH:26][CH:25]=3)[C:30]2=[O:31])[C:5]([F:10])=[CH:6][C:7]=1[C:8]#[N:9]. (3) The product is: [Cl:1][C:2]1[CH:7]=[CH:6][C:5]([C:8]2[S:9][CH:10]=[C:11]([C:14](=[N:18][NH:17][C:19]([NH:21][C:22]3[S:26][C:25]([C:27]([OH:29])=[O:28])=[CH:24][CH:23]=3)=[S:20])[CH3:16])[C:12]=2[OH:13])=[CH:4][CH:3]=1. Given the reactants [Cl:1][C:2]1[CH:7]=[CH:6][C:5]([C:8]2[S:9][CH:10]=[C:11]([C:14]([CH3:16])=O)[C:12]=2[OH:13])=[CH:4][CH:3]=1.[NH:17]([C:19]([NH:21][C:22]1[S:26][C:25]([C:27]([OH:29])=[O:28])=[CH:24][CH:23]=1)=[S:20])[NH2:18], predict the reaction product. (4) Given the reactants [Br:1][C:2]1[CH:3]=[CH:4][C:5]([O:22][CH3:23])=[C:6]([S:8]([NH:11][C:12]2[CH:13]=[N:14][C:15]3[C:20]([CH:21]=2)=[CH:19][CH:18]=[CH:17][CH:16]=3)(=[O:10])=[O:9])[CH:7]=1.C([O-])([O-])=O.[K+].[K+].[CH2:30](Br)[CH3:31], predict the reaction product. The product is: [Br:1][C:2]1[CH:3]=[CH:4][C:5]([O:22][CH3:23])=[C:6]([S:8]([N:11]([CH2:30][CH3:31])[C:12]2[CH:13]=[N:14][C:15]3[C:20]([CH:21]=2)=[CH:19][CH:18]=[CH:17][CH:16]=3)(=[O:9])=[O:10])[CH:7]=1. (5) Given the reactants [N+:1]([C:4]1[CH:9]=[CH:8][C:7]([OH:10])=[CH:6][CH:5]=1)([O-:3])=[O:2].[C:11](=[O:14])([O-])[O-].[K+].[K+].[I-].[Na+].P(O)([O-])([O-])=O.[Na+].[Na+].Cl[CH2:27][C:28]([O:30][CH2:31][CH2:32][O:33][CH2:34][CH2:35][O:36][C:37](=[O:40])[CH2:38]Cl)=[O:29], predict the reaction product. The product is: [N+:1]([C:4]1[CH:9]=[CH:8][C:7]([O:10][CH2:27][C:28]([O:30][CH2:31][CH2:32][O:33][CH2:34][CH2:35][O:36][C:37](=[O:40])[CH2:38][O:14][C:11]2[CH:8]=[CH:9][C:4]([N+:1]([O-:3])=[O:2])=[CH:5][CH:6]=2)=[O:29])=[CH:6][CH:5]=1)([O-:3])=[O:2]. (6) Given the reactants Br[C:2]1[NH:3][C:4]2[CH:5]=[CH:6][CH:7]=[C:8]3[C:14](=[O:15])[NH:13][CH2:12][CH2:11][C:10]=1[C:9]=23.C([O-])([O-])=O.[K+].[K+].[N+:22]([C:25]1[CH:26]=[C:27](B(O)O)[CH:28]=[CH:29][CH:30]=1)([O-:24])=[O:23].O, predict the reaction product. The product is: [N+:22]([C:25]1[CH:30]=[C:29]([C:2]2[NH:3][C:4]3[CH:5]=[CH:6][CH:7]=[C:8]4[C:14](=[O:15])[NH:13][CH2:12][CH2:11][C:10]=2[C:9]=34)[CH:28]=[CH:27][CH:26]=1)([O-:24])=[O:23]. (7) Given the reactants [CH3:1][O:2][C:3]1[CH:11]=[CH:10][C:6]([C:7]([OH:9])=O)=[CH:5][N:4]=1.Cl.[CH3:13][NH:14][O:15][CH3:16].Cl.CN(C)CCCN=C=NCC.C(N(CC)CC)C, predict the reaction product. The product is: [CH3:13][N:14]([O:15][CH3:16])[C:7]([C:6]1[CH:5]=[N:4][C:3]([O:2][CH3:1])=[CH:11][CH:10]=1)=[O:9].